Dataset: Full USPTO retrosynthesis dataset with 1.9M reactions from patents (1976-2016). Task: Predict the reactants needed to synthesize the given product. Given the product [NH:11]1[C:15]2[CH:16]=[CH:17][CH:18]=[CH:19][C:14]=2[N:13]=[C:12]1[C@H:8]([NH:9][C:10]([NH:31][C@@H:29]([C:23]1[CH:28]=[CH:27][CH:26]=[CH:25][CH:24]=1)[CH3:30])=[O:20])[CH2:7][C:6]1[CH:21]=[CH:22][C:3]([O:2][CH3:1])=[CH:4][CH:5]=1, predict the reactants needed to synthesize it. The reactants are: [CH3:1][O:2][C:3]1[CH:22]=[CH:21][C:6]([CH2:7][C@@H:8]2[C:12]3=[N:13][C:14]4[CH:19]=[CH:18][CH:17]=[CH:16][C:15]=4[N:11]3[C:10](=[O:20])[NH:9]2)=[CH:5][CH:4]=1.[C:23]1([C@H:29]([NH2:31])[CH3:30])[CH:28]=[CH:27][CH:26]=[CH:25][CH:24]=1.C(O)(C(F)(F)F)=O.